This data is from Reaction yield outcomes from USPTO patents with 853,638 reactions. The task is: Predict the reaction yield, written as a fraction of the theoretical maximum amount of product (1.0 means a 100% yield; for example, 0.34 means a 34% yield). (1) The reactants are [NH2:1][CH2:2][CH2:3][CH2:4][OH:5].[C:14](O[C:14]([O:16][C:17]([CH3:20])([CH3:19])[CH3:18])=[O:15])([O:16][C:17]([CH3:20])([CH3:19])[CH3:18])=[O:15].C(N(CC)CC)C.Cl.CN(C)C.[C:33]1([CH3:45])[CH:38]=[C:37]([CH3:39])[CH:36]=[C:35]([CH3:40])[C:34]=1[S:41](Cl)(=[O:43])=[O:42]. The catalyst is C(Cl)Cl.O. The product is [CH3:45][C:33]1[CH:38]=[C:37]([CH3:39])[CH:36]=[C:35]([CH3:40])[C:34]=1[S:41]([O:5][CH2:4][CH2:3][CH2:2][NH:1][C:14]([O:16][C:17]([CH3:18])([CH3:19])[CH3:20])=[O:15])(=[O:42])=[O:43]. The yield is 0.680. (2) The reactants are [NH2:1][C:2]1[CH:3]=[C:4]([CH:9]=[C:10]([C:12]([F:15])([F:14])[F:13])[CH:11]=1)[C:5]([NH:7][CH3:8])=[O:6].N1C=CC=CC=1.[Cl:22][C:23]1[CH:28]=[C:27]([O:29][C:30]2[C:31]3[N:38]([CH3:39])[CH:37]=[CH:36][C:32]=3[N:33]=[CH:34][N:35]=2)[CH:26]=[CH:25][C:24]=1[NH:40][C:41](=O)[O:42]C1C=CC=CC=1. The catalyst is CN1CCCC1=O.O. The product is [Cl:22][C:23]1[CH:28]=[C:27]([O:29][C:30]2[C:31]3[N:38]([CH3:39])[CH:37]=[CH:36][C:32]=3[N:33]=[CH:34][N:35]=2)[CH:26]=[CH:25][C:24]=1[NH:40][C:41]([NH:1][C:2]1[CH:3]=[C:4]([CH:9]=[C:10]([C:12]([F:13])([F:14])[F:15])[CH:11]=1)[C:5]([NH:7][CH3:8])=[O:6])=[O:42]. The yield is 0.100. (3) The reactants are [OH:1][CH2:2][C@@H:3]([NH:14][C:15]([O:17][CH2:18][C:19]1[CH:24]=[CH:23][CH:22]=[CH:21][CH:20]=1)=[O:16])[CH2:4][N:5]1[CH2:13][CH2:12][CH2:11][C@H:6]1[C:7]([O:9][CH3:10])=[O:8].C(N(CC)CC)C.[CH3:32][S:33](Cl)(=[O:35])=[O:34]. The catalyst is ClCCl.CN(C)C1C=CN=CC=1. The product is [CH3:32][S:33]([O:1][CH2:2][C@@H:3]([NH:14][C:15]([O:17][CH2:18][C:19]1[CH:20]=[CH:21][CH:22]=[CH:23][CH:24]=1)=[O:16])[CH2:4][N:5]1[CH2:13][CH2:12][CH2:11][C@H:6]1[C:7]([O:9][CH3:10])=[O:8])(=[O:35])=[O:34]. The yield is 1.00. (4) The reactants are [CH:1]1[C:13]2[CH:12]([CH2:14][O:15][C:16]([NH:18][C@H:19]([C:25]([OH:27])=[O:26])[CH2:20][CH2:21][CH2:22][CH2:23][NH2:24])=[O:17])[C:11]3[C:6](=[CH:7][CH:8]=[CH:9][CH:10]=3)[C:5]=2[CH:4]=[CH:3][CH:2]=1.[F:28][C:29]([F:41])([F:40])[C:30]1[CH:31]=[C:32]([S:36](Cl)(=[O:38])=[O:37])[CH:33]=[CH:34][CH:35]=1. No catalyst specified. The product is [F:41][C:29]([F:28])([F:40])[C:30]1[CH:31]=[C:32]([S:36]([NH:24][CH2:23][CH2:22][CH2:21][CH2:20][C@@H:19]([C:25]([OH:27])=[O:26])[NH:18][C:16]([O:15][CH2:14][CH:12]2[C:11]3[CH:10]=[CH:9][CH:8]=[CH:7][C:6]=3[C:5]3[C:13]2=[CH:1][CH:2]=[CH:3][CH:4]=3)=[O:17])(=[O:37])=[O:38])[CH:33]=[CH:34][CH:35]=1. The yield is 0.610.